From a dataset of Catalyst prediction with 721,799 reactions and 888 catalyst types from USPTO. Predict which catalyst facilitates the given reaction. Reactant: [OH-].[Na+].[CH2:3]1[C:12]2[C:7](=[CH:8][CH:9]=[CH:10][CH:11]=2)[CH2:6][C@H:5]([C:13]([OH:15])=[O:14])[NH:4]1.[C:16]1([C:26]2[CH:31]=[CH:30][CH:29]=[CH:28][CH:27]=2)[CH:21]=[CH:20][C:19]([S:22](Cl)(=[O:24])=[O:23])=[CH:18][CH:17]=1.Cl. Product: [C:16]1([C:26]2[CH:31]=[CH:30][CH:29]=[CH:28][CH:27]=2)[CH:21]=[CH:20][C:19]([S:22]([N:4]2[C@@H:5]([C:13]([OH:15])=[O:14])[CH2:6][C:7]3[C:12](=[CH:11][CH:10]=[CH:9][CH:8]=3)[CH2:3]2)(=[O:24])=[O:23])=[CH:18][CH:17]=1. The catalyst class is: 132.